Task: Predict which catalyst facilitates the given reaction.. Dataset: Catalyst prediction with 721,799 reactions and 888 catalyst types from USPTO (1) Reactant: C[O:2][C:3]([C:5]1[CH:6]=[C:7]([C:18]2[CH:23]=[CH:22][C:21]([O:24][CH3:25])=[C:20]([Cl:26])[CH:19]=2)[C:8]([O:11][CH:12]2[CH2:15][C:14]([F:17])([F:16])[CH2:13]2)=[CH:9][CH:10]=1)=[O:4].[Li+].[OH-].CO. Product: [Cl:26][C:20]1[CH:19]=[C:18]([C:7]2[C:8]([O:11][CH:12]3[CH2:13][C:14]([F:17])([F:16])[CH2:15]3)=[CH:9][CH:10]=[C:5]([C:3]([OH:4])=[O:2])[CH:6]=2)[CH:23]=[CH:22][C:21]=1[O:24][CH3:25]. The catalyst class is: 6. (2) Reactant: C(O)(=O)C(O)=O.[C:7]1([CH2:13][N:14]([C@@H:22]([CH2:31][C:32]2[CH:37]=[CH:36][CH:35]=[CH:34][CH:33]=2)[C@H:23]([OH:30])[CH2:24][NH:25][CH2:26][CH:27]([CH3:29])[CH3:28])[CH2:15][C:16]2[CH:21]=[CH:20][CH:19]=[CH:18][CH:17]=2)[CH:12]=[CH:11][CH:10]=[CH:9][CH:8]=1.C(=O)([O-])[O-].[K+].[K+].[O:44]1[C:48]2[CH:49]=[CH:50][C:51]([S:53](Cl)(=[O:55])=[O:54])=[CH:52][C:47]=2[O:46][CH2:45]1.C(OCC)(=O)C. Product: [O:44]1[C:48]2[CH:49]=[CH:50][C:51]([S:53]([N:25]([CH2:24][C@@H:23]([OH:30])[C@@H:22]([N:14]([CH2:15][C:16]3[CH:21]=[CH:20][CH:19]=[CH:18][CH:17]=3)[CH2:13][C:7]3[CH:8]=[CH:9][CH:10]=[CH:11][CH:12]=3)[CH2:31][C:32]3[CH:37]=[CH:36][CH:35]=[CH:34][CH:33]=3)[CH2:26][CH:27]([CH3:29])[CH3:28])(=[O:54])=[O:55])=[CH:52][C:47]=2[O:46][CH2:45]1. The catalyst class is: 127. (3) Reactant: C(S)CCCCCCCCCCC.C(Br)(Br)(Br)Br.[CH2:19]=[CH:20][C:21]1[CH:26]=[CH:25][CH:24]=[CH:23][CH:22]=1.[C:27]([O:31]CCCC)(=[O:30])[CH:28]=[CH2:29].C(O)(=O)C=C.[NH4+]. Product: [CH:19]([CH:29]=[CH:28][C:27]([OH:31])=[O:30])=[CH:20][C:21]1[CH:26]=[CH:25][CH:24]=[CH:23][CH:22]=1. The catalyst class is: 6. (4) Reactant: [F:1][C:2]1[CH:15]=[CH:14][CH:13]=[C:12]([F:16])[C:3]=1[C:4]([NH:6][C:7]1[CH:11]=[CH:10][NH:9][N:8]=1)=[O:5].C[Si]([N-][Si](C)(C)C)(C)C.[Li+].Br[CH2:28][C:29]1[CH:39]=[CH:38][C:32]([C:33]([O:35][CH2:36][CH3:37])=[O:34])=[CH:31][C:30]=1[C:40]([F:43])([F:42])[F:41]. Product: [F:1][C:2]1[CH:15]=[CH:14][CH:13]=[C:12]([F:16])[C:3]=1[C:4]([NH:6][C:7]1[CH:11]=[CH:10][N:9]([CH2:28][C:29]2[CH:39]=[CH:38][C:32]([C:33]([O:35][CH2:36][CH3:37])=[O:34])=[CH:31][C:30]=2[C:40]([F:41])([F:43])[F:42])[N:8]=1)=[O:5]. The catalyst class is: 1. (5) Reactant: [Br:1][C:2]1[CH:3]=[C:4]([C:9]2([C:17]3[CH:22]=[CH:21][C:20]([O:23][CH3:24])=[C:19]([OH:25])[CH:18]=3)[NH:13][C:12](=[S:14])[N:11]([CH3:15])[C:10]2=[O:16])[CH:5]=[CH:6][C:7]=1[F:8].[F:26][C:27]([F:46])([F:45])[S:28](N(C1C=CC=CC=1)[S:28]([C:27]([F:46])([F:45])[F:26])(=[O:30])=[O:29])(=[O:30])=[O:29].C(N(CC)CC)C. Product: [F:26][C:27]([F:46])([F:45])[S:28]([O:25][C:19]1[CH:18]=[C:17]([C:9]2([C:4]3[CH:5]=[CH:6][C:7]([F:8])=[C:2]([Br:1])[CH:3]=3)[C:10](=[O:16])[N:11]([CH3:15])[C:12](=[S:14])[NH:13]2)[CH:22]=[CH:21][C:20]=1[O:23][CH3:24])(=[O:30])=[O:29]. The catalyst class is: 4. (6) Reactant: [F:1][C:2]([F:15])([F:14])[C:3]1[CH:12]=[C:11]2[C:6]([CH2:7][CH2:8][NH:9][C:10]2=[O:13])=[CH:5][CH:4]=1.Br[C:17]1[CH:18]=[N:19][CH:20]=[CH:21][C:22]=1[CH:23]([O:26][CH3:27])[O:24][CH3:25].P([O-])([O-])([O-])=O.[K+].[K+].[K+]. Product: [CH3:25][O:24][CH:23]([O:26][CH3:27])[C:22]1[CH:21]=[CH:20][N:19]=[CH:18][C:17]=1[N:9]1[CH2:8][CH2:7][C:6]2[C:11](=[CH:12][C:3]([C:2]([F:1])([F:14])[F:15])=[CH:4][CH:5]=2)[C:10]1=[O:13]. The catalyst class is: 246. (7) Reactant: CS(O[CH2:6][CH2:7][CH:8]([NH:16][C:17]([O:19][C:20]([CH3:23])([CH3:22])[CH3:21])=[O:18])[C:9]1[CH:14]=[CH:13][C:12]([Cl:15])=[CH:11][CH:10]=1)(=O)=O.C1COCC1.[CH3:29][NH:30][CH3:31]. Product: [Cl:15][C:12]1[CH:13]=[CH:14][C:9]([CH:8]([NH:16][C:17](=[O:18])[O:19][C:20]([CH3:23])([CH3:22])[CH3:21])[CH2:7][CH2:6][N:30]([CH3:31])[CH3:29])=[CH:10][CH:11]=1. The catalyst class is: 682. (8) Reactant: [Cl:1][C:2]1[N:7]=[C:6]([NH2:8])[CH:5]=[N:4][CH:3]=1.[Br:9]N1C(=O)CCC1=O. Product: [Br:9][C:3]1[N:4]=[CH:5][C:6]([NH2:8])=[N:7][C:2]=1[Cl:1]. The catalyst class is: 2. (9) Reactant: [Br:1][C:2]1[CH:8]=[CH:7][C:5]([NH2:6])=[C:4]([N+:9]([O-:11])=[O:10])[CH:3]=1.N1C=CC=CC=1.[F:18][C:19]1[CH:27]=[CH:26][C:22]([C:23](Cl)=[O:24])=[CH:21][C:20]=1[O:28][CH3:29]. Product: [Br:1][C:2]1[CH:8]=[CH:7][C:5]([NH:6][C:23](=[O:24])[C:22]2[CH:26]=[CH:27][C:19]([F:18])=[C:20]([O:28][CH3:29])[CH:21]=2)=[C:4]([N+:9]([O-:11])=[O:10])[CH:3]=1. The catalyst class is: 22.